This data is from Forward reaction prediction with 1.9M reactions from USPTO patents (1976-2016). The task is: Predict the product of the given reaction. (1) The product is: [CH:6]1([CH:5]2[CH2:4][O:3][S:1](=[O:10])(=[O:9])[NH:2]2)[CH2:8][CH2:7]1. Given the reactants [S:1](=[O:10])(=[O:9])([O:3][CH2:4][CH2:5][CH:6]1[CH2:8][CH2:7]1)[NH2:2].C1C=CC=CC=1.CC#N, predict the reaction product. (2) Given the reactants Cl[CH2:2][C:3]([NH:5][C:6]1[CH:19]=[CH:18][C:17]2[C:16](=[O:20])[C:15]3[C:10](=[CH:11][C:12]([NH:21][C:22](=[O:25])[CH2:23]Cl)=[CH:13][CH:14]=3)[C:9](=[O:26])[C:8]=2[CH:7]=1)=[O:4].[CH2:27]([NH2:30])[CH2:28][CH3:29].[N:31]1C=C[CH:34]=[CH:33][CH:32]=1, predict the reaction product. The product is: [CH2:27]([NH:30][CH2:2][C:3]([NH:5][C:6]1[CH:19]=[CH:18][C:17]2[C:16](=[O:20])[C:15]3[C:10](=[CH:11][C:12]([NH:21][C:22](=[O:25])[CH2:23][NH:31][CH2:32][CH2:33][CH3:34])=[CH:13][CH:14]=3)[C:9](=[O:26])[C:8]=2[CH:7]=1)=[O:4])[CH2:28][CH3:29]. (3) Given the reactants [NH2:1][C:2]1[C:7]([C:8]([NH:10][C@@H:11]([CH3:14])[CH2:12]Cl)=[O:9])=[C:6]([Cl:15])[N:5]=[CH:4][N:3]=1.[H-].[Na+], predict the reaction product. The product is: [Cl:15][C:6]1[N:5]=[CH:4][N:3]=[C:2]([NH2:1])[C:7]=1[C:8]1[O:9][CH2:12][C@H:11]([CH3:14])[N:10]=1.